The task is: Predict the reaction yield, written as a fraction of the theoretical maximum amount of product (1.0 means a 100% yield; for example, 0.34 means a 34% yield).. This data is from Reaction yield outcomes from USPTO patents with 853,638 reactions. (1) The reactants are [CH3:1][O:2][C:3]1[CH:8]=[CH:7][CH:6]=[CH:5][C:4]=1[N:9]1[CH2:14][CH2:13][NH:12][CH2:11][CH2:10]1.C([N:18]([CH2:22][CH3:23])[CH:19]([CH3:21])[CH3:20])(C)C.C(OCC)(=[O:26])C.[C:30]1([CH3:36])C=CC=[CH:32][CH:31]=1. No catalyst specified. The product is [CH3:1][O:2][C:3]1[CH:8]=[CH:7][CH:6]=[CH:5][C:4]=1[N:9]1[CH2:14][CH2:13][N:12]([CH2:23][C:22]([NH:18][C:19]2[CH:20]=[CH:32][CH:31]=[C:30]([CH3:36])[CH:21]=2)=[O:26])[CH2:11][CH2:10]1. The yield is 0.830. (2) The reactants are [O:1]=[C:2]1[CH2:7][CH2:6][N:5]([C:8]([O:10][CH2:11][C:12]2[CH:17]=[CH:16][CH:15]=[CH:14][CH:13]=2)=[O:9])[CH2:4][CH2:3]1.C[Li].[CH2:20](OCC)C.N1(C([O-])=O)CCC(=O)CC1.[Cl-].[NH4+]. The catalyst is O1CCCC1. The product is [OH:1][C:2]1([CH3:20])[CH2:3][CH2:4][N:5]([C:8]([O:10][CH2:11][C:12]2[CH:17]=[CH:16][CH:15]=[CH:14][CH:13]=2)=[O:9])[CH2:6][CH2:7]1. The yield is 0.730. (3) The reactants are [CH3:1][O:2][C:3]1[CH:4]=[C:5]([CH:9]=[CH:10][C:11]=1[C:12]1[O:16][C:15]([CH3:17])=[N:14][CH:13]=1)[C:6]([OH:8])=O.[C:18]([O:22][C:23]([CH3:26])([CH3:25])[CH3:24])(=[O:21])[NH:19][NH2:20].P(C#N)(OCC)(OCC)=O.C(N(CC)CC)C. The catalyst is CN(C=O)C.O. The product is [CH3:1][O:2][C:3]1[CH:4]=[C:5]([C:6]([NH:20][NH:19][C:18]([O:22][C:23]([CH3:26])([CH3:25])[CH3:24])=[O:21])=[O:8])[CH:9]=[CH:10][C:11]=1[C:12]1[O:16][C:15]([CH3:17])=[N:14][CH:13]=1. The yield is 0.730. (4) The reactants are [Cl:1][C:2]1[CH:10]=[CH:9][C:8]2[NH:7][C:6]3[CH2:11][CH2:12][N:13]([CH3:15])[CH2:14][C:5]=3[C:4]=2[CH:3]=1.[OH-].[K+].[CH3:18][C:19]1[N:24]=[CH:23][C:22]([CH:25]=[CH2:26])=[CH:21][N:20]=1. The catalyst is CN1CCCC1=O.O. The product is [Cl:1][C:2]1[CH:10]=[CH:9][C:8]2[N:7]([CH2:26][CH2:25][C:22]3[CH:21]=[N:20][C:19]([CH3:18])=[N:24][CH:23]=3)[C:6]3[CH2:11][CH2:12][N:13]([CH3:15])[CH2:14][C:5]=3[C:4]=2[CH:3]=1. The yield is 0.130.